This data is from Peptide-MHC class I binding affinity with 185,985 pairs from IEDB/IMGT. The task is: Regression. Given a peptide amino acid sequence and an MHC pseudo amino acid sequence, predict their binding affinity value. This is MHC class I binding data. (1) The peptide sequence is MQKESDDYIK. The MHC is HLA-A68:01 with pseudo-sequence HLA-A68:01. The binding affinity (normalized) is 0.321. (2) The peptide sequence is KALKLSWFK. The MHC is HLA-A30:01 with pseudo-sequence HLA-A30:01. The binding affinity (normalized) is 0.404. (3) The peptide sequence is HMIAGVFFTF. The MHC is HLA-A26:01 with pseudo-sequence HLA-A26:01. The binding affinity (normalized) is 0.0388. (4) The peptide sequence is NIDSIMSMM. The MHC is HLA-A02:03 with pseudo-sequence HLA-A02:03. The binding affinity (normalized) is 0.374. (5) The peptide sequence is QIYPGIKVR. The MHC is HLA-B51:01 with pseudo-sequence HLA-B51:01. The binding affinity (normalized) is 0. (6) The peptide sequence is FEFTSFFY. The MHC is HLA-B18:01 with pseudo-sequence HLA-B18:01. The binding affinity (normalized) is 1.00. (7) The peptide sequence is RRLTARGLLNM. The MHC is Mamu-B03 with pseudo-sequence Mamu-B03. The binding affinity (normalized) is 0.642. (8) The peptide sequence is LTFGWCFKL. The MHC is HLA-B57:03 with pseudo-sequence HLA-B57:03. The binding affinity (normalized) is 0.448. (9) The peptide sequence is RPLMESELV. The MHC is HLA-B35:01 with pseudo-sequence HLA-B35:01. The binding affinity (normalized) is 0.0662. (10) The MHC is HLA-B08:01 with pseudo-sequence HLA-B08:01. The binding affinity (normalized) is 0.277. The peptide sequence is IPMATYGWNL.